Dataset: Reaction yield outcomes from USPTO patents with 853,638 reactions. Task: Predict the reaction yield, written as a fraction of the theoretical maximum amount of product (1.0 means a 100% yield; for example, 0.34 means a 34% yield). (1) The reactants are Cl[C:2]([O:4][CH3:5])=[O:3].[NH2:6][C:7]1[S:8][CH:9]=[CH:10][C:11]=1[C:12]#[N:13].N1C=CC=CC=1.O. The product is [C:12]([C:11]1[CH:10]=[CH:9][S:8][C:7]=1[NH:6][C:2](=[O:3])[O:4][CH3:5])#[N:13]. The catalyst is ClCCl. The yield is 0.750. (2) The reactants are C(N(CC)CC)C.[CH3:8][O:9][CH:10]([O:20][CH3:21])[C:11]1[CH:19]=[CH:18][C:14](C(O)=O)=[CH:13][CH:12]=1.ClC([O:25][CH2:26]C)=O.[NH2:28][NH2:29]. The catalyst is ClCCl. The product is [CH3:21][O:20][CH:10]([C:11]1[CH:12]=[CH:13][CH:14]=[CH:18][C:19]=1[C:26]([NH:28][NH2:29])=[O:25])[O:9][CH3:8]. The yield is 0.770. (3) The reactants are [N:1]1([C:7]([O:9][C:10]([CH3:13])(C)C)=[O:8])[CH2:6][CH2:5][NH:4][CH2:3][CH2:2]1.CCN([CH2:19][CH3:20])CC.[CH3:21][S:22](Cl)(=[O:24])=[O:23]. The catalyst is C(Cl)Cl. The product is [CH3:21][S:22]([N:4]1[CH2:3][CH2:2][N:1]([C:7]([O:9][CH2:10][CH2:13][CH2:19][CH3:20])=[O:8])[CH2:6][CH2:5]1)(=[O:24])=[O:23]. The yield is 0.930. (4) The reactants are [Cl:1][C:2]1[N:7]=[C:6]([N:8]2[CH2:13][CH2:12][O:11][CH2:10][C@H:9]2[CH3:14])[CH:5]=[C:4]([CH2:15]I)[N:3]=1.[CH3:17][S-:18].[Na+]. The catalyst is CN(C=O)C. The product is [Cl:1][C:2]1[N:7]=[C:6]([N:8]2[CH2:13][CH2:12][O:11][CH2:10][C@H:9]2[CH3:14])[CH:5]=[C:4]([CH2:15][S:18][CH3:17])[N:3]=1. The yield is 0.960. (5) The catalyst is C(O)(=O)C.O.[Fe]. The reactants are [CH2:1]([N:3]1[CH2:8][CH2:7][N:6]([S:9]([C:12]2[CH:13]=[CH:14][C:15]([O:37][CH2:38][CH2:39][CH3:40])=[C:16]([C:18]3[NH:19][C:20](=[O:36])[C:21]4[N:22]([C:27]5[CH:32]=[CH:31][C:30]([N+:33]([O-])=O)=[CH:29][CH:28]=5)[CH:23]=[N:24][C:25]=4[N:26]=3)[CH:17]=2)(=[O:11])=[O:10])[CH2:5][CH2:4]1)[CH3:2]. The yield is 0.790. The product is [NH2:33][C:30]1[CH:31]=[CH:32][C:27]([N:22]2[C:21]3[C:20](=[O:36])[NH:19][C:18]([C:16]4[CH:17]=[C:12]([S:9]([N:6]5[CH2:5][CH2:4][N:3]([CH2:1][CH3:2])[CH2:8][CH2:7]5)(=[O:10])=[O:11])[CH:13]=[CH:14][C:15]=4[O:37][CH2:38][CH2:39][CH3:40])=[N:26][C:25]=3[N:24]=[CH:23]2)=[CH:28][CH:29]=1. (6) The reactants are [Cr](Cl)([O-])(=O)=O.[NH+]1C=CC=CC=1.[F:12][C:13]([F:25])([F:24])[C:14]1[CH:22]=[C:21]2[C:17]([CH:18]=[CH:19][CH:20]2[OH:23])=[CH:16][CH:15]=1.CCOCC. The catalyst is C(Cl)Cl. The product is [F:12][C:13]([F:24])([F:25])[C:14]1[CH:22]=[C:21]2[C:17]([CH:18]=[CH:19][C:20]2=[O:23])=[CH:16][CH:15]=1. The yield is 0.400. (7) The catalyst is O1CCOCC1. The reactants are [NH2:1][C:2]1[N:6]([C:7]2[CH:16]=[CH:15][C:10]3[NH:11][C:12]([CH3:14])=[N:13][C:9]=3[CH:8]=2)[N:5]=[CH:4][C:3]=1[C:17]([C:19]1[N:20](S(C2C=CC(C)=CC=2)(=O)=O)[C:21]2[C:26]([CH:27]=1)=[CH:25][C:24]([O:28][CH2:29][CH2:30][CH2:31][CH3:32])=[CH:23][CH:22]=2)=[O:18].[OH-].[Na+].Cl. The yield is 0.650. The product is [NH2:1][C:2]1[N:6]([C:7]2[CH:16]=[CH:15][C:10]3[NH:11][C:12]([CH3:14])=[N:13][C:9]=3[CH:8]=2)[N:5]=[CH:4][C:3]=1[C:17]([C:19]1[NH:20][C:21]2[C:26]([CH:27]=1)=[CH:25][C:24]([O:28][CH2:29][CH2:30][CH2:31][CH3:32])=[CH:23][CH:22]=2)=[O:18]. (8) The reactants are I[C:2]1[CH:7]=[CH:6][N:5]2[C:8]([C:11]3[CH:20]=[CH:19][C:18]4[C:13](=[C:14]([N:21]5[CH2:26][CH2:25][CH:24]([CH2:27][NH:28][C:29](=[O:35])[O:30][C:31]([CH3:34])([CH3:33])[CH3:32])[CH2:23][CH2:22]5)[CH:15]=[CH:16][CH:17]=4)[N:12]=3)=[N:9][N:10]=[C:4]2[CH:3]=1.[CH2:36](N(CC)CC)[CH3:37]. The catalyst is C1COCC1.CC(O)C.C1C=CC(P(C2C=CC=CC=2)[C-]2C=CC=C2)=CC=1.C1C=CC(P(C2C=CC=CC=2)[C-]2C=CC=C2)=CC=1.Cl[Pd]Cl.[Fe+2].ClCCl. The product is [CH:36]([C:2]1[CH:7]=[CH:6][N:5]2[C:8]([C:11]3[CH:20]=[CH:19][C:18]4[C:13](=[C:14]([N:21]5[CH2:22][CH2:23][CH:24]([CH2:27][NH:28][C:29](=[O:35])[O:30][C:31]([CH3:34])([CH3:32])[CH3:33])[CH2:25][CH2:26]5)[CH:15]=[CH:16][CH:17]=4)[N:12]=3)=[N:9][N:10]=[C:4]2[CH:3]=1)=[CH2:37]. The yield is 0.900.